This data is from Catalyst prediction with 721,799 reactions and 888 catalyst types from USPTO. The task is: Predict which catalyst facilitates the given reaction. (1) Reactant: [CH3:1][O:2][C:3]1[CH:19]=[CH:18][CH:17]=[CH:16][C:4]=1[O:5][CH2:6][CH2:7][N:8]1[CH2:12][C@@H:11]([CH2:13]O)[O:10][C:9]1=[S:15].C(N(CC)CC)C.S(Cl)([Cl:29])=O. Product: [Cl:29][CH2:13][C@H:11]1[O:10][C:9](=[S:15])[N:8]([CH2:7][CH2:6][O:5][C:4]2[CH:16]=[CH:17][CH:18]=[CH:19][C:3]=2[O:2][CH3:1])[CH2:12]1. The catalyst class is: 4. (2) Reactant: [BH4-].[Na+].[Br:3][C:4]1[C:5]2[O:14][C:13]([CH:15]=[O:16])=[CH:12][C:6]=2[C:7](=[O:11])[N:8]([CH3:10])[CH:9]=1. Product: [Br:3][C:4]1[C:5]2[O:14][C:13]([CH2:15][OH:16])=[CH:12][C:6]=2[C:7](=[O:11])[N:8]([CH3:10])[CH:9]=1. The catalyst class is: 8. (3) Reactant: [Cl:1][C:2]1[C:3]([F:20])=[C:4]([CH:14]2[CH2:18][O:17][C:16](=[O:19])[NH:15]2)[C:5]([O:11][CH2:12][CH3:13])=[C:6]([CH:8](O)[CH3:9])[CH:7]=1.CN(C)C=O.S(Cl)([Cl:28])=O. Product: [Cl:1][C:2]1[C:3]([F:20])=[C:4]([CH:14]2[CH2:18][O:17][C:16](=[O:19])[NH:15]2)[C:5]([O:11][CH2:12][CH3:13])=[C:6]([CH2:8][CH2:9][Cl:28])[CH:7]=1. The catalyst class is: 4.